Dataset: Forward reaction prediction with 1.9M reactions from USPTO patents (1976-2016). Task: Predict the product of the given reaction. (1) Given the reactants [OH:1][CH2:2][CH2:3][CH2:4][CH2:5][CH2:6][CH2:7][C:8]([O:10][CH3:11])=[O:9].CCN(CC)CC.Cl[S:20]([N:23]=C=O)(=[O:22])=[O:21].C(O)=O, predict the reaction product. The product is: [S:20]([O:1][CH2:2][CH2:3][CH2:4][CH2:5][CH2:6][CH2:7][C:8]([O:10][CH3:11])=[O:9])(=[O:22])(=[O:21])[NH2:23]. (2) Given the reactants [CH3:1][O:2][C:3]1[CH:4]=[C:5]([CH:8]=[CH:9][C:10]=1[O:11][CH3:12])[CH2:6][NH2:7].Cl.[CH:14]1[N:19]=[C:18](Cl)[C:17]2[N:21]=[CH:22][N:23]([C@@H:24]3[O:28][C@H:27]([CH2:29][OH:30])[C@@H:26]([OH:31])[C@H:25]3[OH:32])[C:16]=2[N:15]=1.C(N(CC)C(C)C)(C)C, predict the reaction product. The product is: [CH3:1][O:2][C:3]1[CH:4]=[C:5]([CH:8]=[CH:9][C:10]=1[O:11][CH3:12])[CH2:6][NH:7][C:18]1[C:17]2[N:21]=[CH:22][N:23]([C:16]=2[N:15]=[CH:14][N:19]=1)[C@@H:24]1[O:28][C@H:27]([CH2:29][OH:30])[C@@H:26]([OH:31])[C@H:25]1[OH:32].